Dataset: Catalyst prediction with 721,799 reactions and 888 catalyst types from USPTO. Task: Predict which catalyst facilitates the given reaction. (1) Reactant: [Mg].Br[C:3]1[CH:8]=[CH:7][CH:6]=[CH:5][CH:4]=1.[CH2:9]([CH:14]1[CH2:19][CH2:18][C:17](=O)[CH2:16][CH2:15]1)[CH2:10][CH2:11][CH2:12][CH3:13].[Cl-].[NH4+]. Product: [CH2:9]([CH:14]1[CH2:19][CH2:18][C:17]([C:3]2[CH:8]=[CH:7][CH:6]=[CH:5][CH:4]=2)=[CH:16][CH2:15]1)[CH2:10][CH2:11][CH2:12][CH3:13]. The catalyst class is: 7. (2) Reactant: CC(C)=O.[C:5]([OH:14])(=[O:13])[C:6]1[C:7](=[CH:9][CH:10]=[CH:11][CH:12]=1)[OH:8].[CH:15]#[C:16][CH2:17][NH:18][C@H:19]1[C:23]2[CH:24]=[CH:25][CH:26]=[CH:27][C:22]=2[CH2:21][CH2:20]1. Product: [CH:15]#[C:16][CH2:17][NH:18][C@H:19]1[C:23]2[CH:24]=[CH:25][CH:26]=[CH:27][C:22]=2[CH2:21][CH2:20]1.[C:5]([O-:14])(=[O:13])[C:6]1[C:7](=[CH:9][CH:10]=[CH:11][CH:12]=1)[OH:8]. The catalyst class is: 13. (3) Reactant: [Cl:1][C:2]1[CH:14]=[C:13]([CH3:15])[C:12]2[C:11]3[C:6](=[CH:7][CH:8]=[CH:9][CH:10]=3)[NH:5][C:4]=2[CH:3]=1.[H-].[Na+].Br[CH2:19][CH:20]([CH3:22])[CH3:21]. Product: [Cl:1][C:2]1[CH:14]=[C:13]([CH3:15])[C:12]2[C:11]3[C:6](=[CH:7][CH:8]=[CH:9][CH:10]=3)[N:5]([CH2:19][CH:20]([CH3:22])[CH3:21])[C:4]=2[CH:3]=1. The catalyst class is: 3. (4) Reactant: [F:1][C:2]1[CH:3]=[C:4]([S:14]([NH:17][C:18]2[CH:19]=[C:20]([NH:26][C:27](=[O:40])[C:28]([NH:32]C(=O)OC(C)(C)C)([CH2:30][OH:31])[CH3:29])[CH:21]=[CH:22][C:23]=2[O:24][CH3:25])(=[O:16])=[O:15])[CH:5]=[CH:6][C:7]=1[C:8]1[O:9][C:10]([CH3:13])=[CH:11][CH:12]=1.[ClH:41]. Product: [ClH:41].[F:1][C:2]1[CH:3]=[C:4]([S:14]([NH:17][C:18]2[CH:19]=[C:20]([NH:26][C:27](=[O:40])[C@:28]([CH3:29])([CH2:30][OH:31])[NH2:32])[CH:21]=[CH:22][C:23]=2[O:24][CH3:25])(=[O:16])=[O:15])[CH:5]=[CH:6][C:7]=1[C:8]1[O:9][C:10]([CH3:13])=[CH:11][CH:12]=1. The catalyst class is: 12. (5) Reactant: [CH2:1]([N:8]1[C:13](=[O:14])[C:12]2[C:15]3[CH:21]([CH3:22])[CH2:20][CH:19](Br)[C:18](=[O:24])[C:16]=3[S:17][C:11]=2[N:10]=[C:9]1[C:25]1[CH:30]=[C:29]([O:31][CH3:32])[C:28]([O:33][CH3:34])=[C:27]([O:35][CH3:36])[C:26]=1[Br:37])[C:2]1[CH:7]=[CH:6][CH:5]=[CH:4][CH:3]=1.[OH-].[Na+]. Product: [CH2:1]([N:8]1[C:13](=[O:14])[C:12]2[C:15]3[C:21]([CH3:22])=[CH:20][CH:19]=[C:18]([OH:24])[C:16]=3[S:17][C:11]=2[N:10]=[C:9]1[C:25]1[CH:30]=[C:29]([O:31][CH3:32])[C:28]([O:33][CH3:34])=[C:27]([O:35][CH3:36])[C:26]=1[Br:37])[C:2]1[CH:7]=[CH:6][CH:5]=[CH:4][CH:3]=1. The catalyst class is: 8. (6) Reactant: [N:1]([C@H:4]1[CH2:9][C@@H:8]([F:10])[CH2:7][N:6]([C:11]([O:13][CH2:14][C:15]2[CH:20]=[CH:19][CH:18]=[CH:17][CH:16]=2)=[O:12])[CH2:5]1)=[N+]=[N-].N1C=CC=CC=1.[OH-].[NH4+].P(C)(C)C.[CH3:33][C:34]([O:37][C:38](O[C:38]([O:37][C:34]([CH3:36])([CH3:35])[CH3:33])=[O:39])=[O:39])([CH3:36])[CH3:35]. Product: [C:34]([O:37][C:38]([NH:1][C@H:4]1[CH2:9][C@@H:8]([F:10])[CH2:7][N:6]([C:11]([O:13][CH2:14][C:15]2[CH:20]=[CH:19][CH:18]=[CH:17][CH:16]=2)=[O:12])[CH2:5]1)=[O:39])([CH3:36])([CH3:35])[CH3:33]. The catalyst class is: 1. (7) Reactant: [NH2:1][C:2]1[CH:22]=[CH:21][C:5]([CH2:6][C:7]2[N:12]3[CH:13]=[CH:14][N:15]=[C:11]3[C:10]([CH2:16][C:17]([O:19][CH3:20])=[O:18])=[CH:9][N:8]=2)=[CH:4][CH:3]=1.[F:23][C:24]([F:35])([F:34])[C:25]1[CH:33]=[CH:32][C:28]([C:29](Cl)=[O:30])=[CH:27][CH:26]=1.C(N(CC)CC)C. Product: [F:23][C:24]([F:34])([F:35])[C:25]1[CH:33]=[CH:32][C:28]([C:29]([NH:1][C:2]2[CH:3]=[CH:4][C:5]([CH2:6][C:7]3[N:12]4[CH:13]=[CH:14][N:15]=[C:11]4[C:10]([CH2:16][C:17]([O:19][CH3:20])=[O:18])=[CH:9][N:8]=3)=[CH:21][CH:22]=2)=[O:30])=[CH:27][CH:26]=1. The catalyst class is: 4. (8) Reactant: C1COCC1.[CH2:6]1[CH2:33][O:32][C:8]2([CH2:13][CH2:12][C@H:11]3[C@H:14]4[C@H:24]([CH2:25][CH2:26][C@:9]23[CH3:10])[C@:22]2([CH3:23])[C:17]([CH2:18][C@H:19]([O:27][C:28](=[O:30])[CH3:29])[CH2:20][CH2:21]2)=[CH:16][C:15]4=[O:31])[O:7]1.[BH4-].[Na+].CC(C)=O. Product: [CH2:33]1[CH2:6][O:7][C:8]2([CH2:13][CH2:12][C@H:11]3[C@H:14]4[C@H:24]([CH2:25][CH2:26][C@:9]23[CH3:10])[C@:22]2([CH3:23])[C:17]([CH2:18][C@H:19]([O:27][C:28](=[O:30])[CH3:29])[CH2:20][CH2:21]2)=[CH:16][C@@H:15]4[OH:31])[O:32]1. The catalyst class is: 24. (9) Reactant: [F:1][C:2]1[CH:10]=[CH:9][C:5]([C:6]([OH:8])=O)=[CH:4][C:3]=1[CH3:11].CN(C(ON1N=NC2C=CC=CC1=2)=[N+](C)C)C.[B-](F)(F)(F)F.CCN(C(C)C)C(C)C.[C:43]([O:47][C@H:48]([CH3:58])[C@H:49]([NH:56][CH3:57])[CH2:50][N:51]1[CH2:55][CH2:54][CH2:53][CH2:52]1)([CH3:46])([CH3:45])[CH3:44]. Product: [C:43]([O:47][C@H:48]([CH3:58])[C@H:49]([N:56]([CH3:57])[C:6](=[O:8])[C:5]1[CH:9]=[CH:10][C:2]([F:1])=[C:3]([CH3:11])[CH:4]=1)[CH2:50][N:51]1[CH2:55][CH2:54][CH2:53][CH2:52]1)([CH3:46])([CH3:45])[CH3:44]. The catalyst class is: 2. (10) Reactant: Br[C:2]1[CH:3]=[C:4]([NH:10][C:11]2[CH:15]=[C:14]([CH2:16][N:17]([CH3:22])[CH:18]3[CH2:21][O:20][CH2:19]3)[N:13]([CH3:23])[N:12]=2)[C:5](=[O:9])[N:6]([CH3:8])[CH:7]=1.[C:24]([O:27][CH2:28][C:29]1[C:30]([N:44]2[CH2:55][CH2:54][N:53]3[C:46](=[CH:47][C:48]4[CH2:49][C:50]([CH3:57])([CH3:56])[CH2:51][C:52]=43)[C:45]2=[O:58])=[N:31][CH:32]=[CH:33][C:34]=1B1OC(C)(C)C(C)(C)O1)(=[O:26])[CH3:25].[O-]P([O-])([O-])=O.[K+].[K+].[K+].C([O-])(=O)C.[Na+]. Product: [C:24]([O:27][CH2:28][C:29]1[C:30]([N:44]2[CH2:55][CH2:54][N:53]3[C:46](=[CH:47][C:48]4[CH2:49][C:50]([CH3:57])([CH3:56])[CH2:51][C:52]=43)[C:45]2=[O:58])=[N:31][CH:32]=[CH:33][C:34]=1[C:2]1[CH:3]=[C:4]([NH:10][C:11]2[CH:15]=[C:14]([CH2:16][N:17]([CH3:22])[CH:18]3[CH2:21][O:20][CH2:19]3)[N:13]([CH3:23])[N:12]=2)[C:5](=[O:9])[N:6]([CH3:8])[CH:7]=1)(=[O:26])[CH3:25]. The catalyst class is: 379.